Predict the reactants needed to synthesize the given product. From a dataset of Full USPTO retrosynthesis dataset with 1.9M reactions from patents (1976-2016). The reactants are: [CH3:1][C:2]1[NH:7][C:6](=[O:8])[NH:5][C:4](=[O:9])[C:3]=1[CH2:10][C:11]([OH:13])=[O:12].S(Cl)(Cl)=O.[CH3:18]O. Given the product [CH3:1][C:2]1[NH:7][C:6](=[O:8])[NH:5][C:4](=[O:9])[C:3]=1[CH2:10][C:11]([O:13][CH3:18])=[O:12], predict the reactants needed to synthesize it.